This data is from Catalyst prediction with 721,799 reactions and 888 catalyst types from USPTO. The task is: Predict which catalyst facilitates the given reaction. (1) Reactant: [Cl:1][C:2]1[CH:17]=[CH:16][C:15]([C@H:18]2[C@H:23]([O:24][CH2:25]C3C=CC=CC=3)[C@@H:22]([O:32][CH2:33][C:34]3[CH:39]=[CH:38][CH:37]=[CH:36][CH:35]=3)[C@H:21]([O:40][CH2:41][C:42]3[CH:47]=[CH:46][CH:45]=[CH:44][CH:43]=3)[C@@H:20]([CH2:48][O:49][CH2:50][C:51]3[CH:56]=[CH:55][CH:54]=[CH:53][CH:52]=3)[O:19]2)=[CH:14][C:3]=1[CH2:4][C:5]1[N:10]=[N:9][C:8]([C:11](O)=[O:12])=[CH:7][CH:6]=1.F[C:58](F)(F)[C:59]([OH:61])=O.[NH2:64][CH2:65]C(=O)C.CCN=C=NCCCN(C)C.O.ON1[C:86]2[CH:87]=[CH:88][CH:89]=[CH:90][C:85]=2N=N1.CN1CCOCC1. Product: [Cl:1][C:2]1[CH:17]=[CH:16][C:15]([C@H:18]2[C@H:23]([O:24][CH2:25][C:85]3[CH:90]=[CH:89][CH:88]=[CH:87][CH:86]=3)[C@@H:22]([O:32][CH2:33][C:34]3[CH:39]=[CH:38][CH:37]=[CH:36][CH:35]=3)[C@H:21]([O:40][CH2:41][C:42]3[CH:47]=[CH:46][CH:45]=[CH:44][CH:43]=3)[C@@H:20]([CH2:48][O:49][CH2:50][C:51]3[CH:56]=[CH:55][CH:54]=[CH:53][CH:52]=3)[O:19]2)=[CH:14][C:3]=1[CH2:4][C:5]1[N:10]=[N:9][C:8]([C:11]([NH:64][CH2:65][C:59](=[O:61])[CH3:58])=[O:12])=[CH:7][CH:6]=1. The catalyst class is: 9. (2) Reactant: C([O:5][C:6]([C:8]1[CH:13]=[CH:12][CH:11]=[C:10]([CH:14]2[CH2:18][CH2:17][NH:16][CH2:15]2)[N:9]=1)=[O:7])(C)(C)C.[CH2:19]=O. Product: [CH3:19][N:16]1[CH2:17][CH2:18][CH:14]([C:10]2[N:9]=[C:8]([C:6]([OH:5])=[O:7])[CH:13]=[CH:12][CH:11]=2)[CH2:15]1. The catalyst class is: 106. (3) Reactant: [CH:1]1([NH:4][C:5]([NH:7][C:8]2[CH:13]=[CH:12][C:11]([C:14]3[N:15]=[C:16]([N:23]4[CH2:28][CH2:27][O:26][CH2:25][C@@H:24]4[CH3:29])[C:17]4[CH2:22][NH:21][CH2:20][C:18]=4[N:19]=3)=[CH:10][CH:9]=2)=[O:6])[CH2:3][CH2:2]1.CN1CCOCC1.C(Cl)CCl.C1C=CC2N(O)N=NC=2C=1.[NH2:51][C:52](=[O:58])[CH2:53][CH2:54][C:55](O)=[O:56]. Product: [CH:1]1([NH:4][C:5](=[O:6])[NH:7][C:8]2[CH:9]=[CH:10][C:11]([C:14]3[N:15]=[C:16]([N:23]4[CH2:28][CH2:27][O:26][CH2:25][C@@H:24]4[CH3:29])[C:17]4[CH2:22][N:21]([C:55](=[O:56])[CH2:54][CH2:53][C:52]([NH2:51])=[O:58])[CH2:20][C:18]=4[N:19]=3)=[CH:12][CH:13]=2)[CH2:2][CH2:3]1. The catalyst class is: 3. (4) Reactant: [CH3:1][C:2]1[CH:7]=[CH:6][C:5](S(OCCC=CC=C)(=O)=O)=[CH:4][CH:3]=1.C(N(CC)CC)C.[CH2:25]([NH2:32])[C:26]1C=[CH:30][CH:29]=[CH:28][CH:27]=1.[OH-].[Na+]. Product: [CH2:1]([NH:32][CH2:25][CH2:26][CH:27]=[CH:28][CH:29]=[CH2:30])[C:2]1[CH:3]=[CH:4][CH:5]=[CH:6][CH:7]=1. The catalyst class is: 10. (5) Product: [CH2:1]([O:5][C:6]1[CH:7]=[C:8]2[C:13](=[CH:14][CH:15]=1)[C:12](=[O:16])[CH2:11][CH2:10][CH2:9]2)[CH:2]=[CH2:3]. Reactant: [CH2:1](Br)[CH:2]=[CH2:3].[OH:5][C:6]1[CH:7]=[C:8]2[C:13](=[CH:14][CH:15]=1)[C:12](=[O:16])[CH2:11][C:10](O)=[C:9]2O.C(=O)([O-])[O-].[K+].[K+]. The catalyst class is: 21. (6) Reactant: [C:1]([N:3]1[C:11]2[CH:10]=[CH:9][C:8]([CH3:12])=[CH:7][C:6]=2[C:5]2[CH2:13][N:14]([CH3:17])[CH2:15][CH2:16][C:4]1=2)#[CH:2].Br[C:19]1[CH:28]=[CH:27][C:22]([C:23]([NH:25][CH3:26])=[O:24])=[C:21]([F:29])[CH:20]=1.CCCC[N+](CCCC)(CCCC)CCCC.[F-:47]. Product: [CH3:17][N:14]1[CH2:15][CH2:16][C:4]2[N:3]([C:1]([F:47])=[CH:2][C:19]3[CH:28]=[CH:27][C:22]([C:23]([NH:25][CH3:26])=[O:24])=[C:21]([F:29])[CH:20]=3)[C:11]3[CH:10]=[CH:9][C:8]([CH3:12])=[CH:7][C:6]=3[C:5]=2[CH2:13]1. The catalyst class is: 6. (7) Reactant: [N+:1]([C:4]1[CH:13]=[C:12]2[C:7]([CH:8]=[CH:9][CH:10]=[N:11]2)=[CH:6][CH:5]=1)([O-])=O. Product: [N:11]1[C:12]2[C:7](=[CH:6][CH:5]=[C:4]([NH2:1])[CH:13]=2)[CH:8]=[CH:9][CH:10]=1. The catalyst class is: 43.